Task: Predict the reactants needed to synthesize the given product.. Dataset: Full USPTO retrosynthesis dataset with 1.9M reactions from patents (1976-2016) (1) Given the product [OH:1][C:2]1[CH:3]=[C:4]2[C:8](=[CH:9][CH:10]=1)[NH:7][C:6]([C:11]([O:13][CH3:14])=[O:12])=[CH:5]2, predict the reactants needed to synthesize it. The reactants are: [OH:1][C:2]1[CH:3]=[C:4]2[C:8](=[CH:9][CH:10]=1)[NH:7][C:6]([C:11]([OH:13])=[O:12])=[CH:5]2.[CH3:14][Si](C=[N+]=[N-])(C)C.C(O)(=O)C. (2) Given the product [C:1]([O:5][C:6]([N:8]1[CH2:13][CH2:12][N:11]([C:14]2[CH:15]=[CH:16][C:17]3[N:18]([C:20]([C:32]4[CH:31]=[CH:30][N:29]=[CH:28][C:27]=4[O:26][CH3:25])=[CH:21][N:22]=3)[N:19]=2)[CH2:10][CH2:9]1)=[O:7])([CH3:4])([CH3:3])[CH3:2], predict the reactants needed to synthesize it. The reactants are: [C:1]([O:5][C:6]([N:8]1[CH2:13][CH2:12][N:11]([C:14]2[CH:15]=[CH:16][C:17]3[N:18]([C:20](Br)=[CH:21][N:22]=3)[N:19]=2)[CH2:10][CH2:9]1)=[O:7])([CH3:4])([CH3:3])[CH3:2].O.[CH3:25][O:26][C:27]1[CH:28]=[N:29][CH:30]=[CH:31][C:32]=1B(O)O.O.[O-]P([O-])([O-])=O.[K+].[K+].[K+].ClCCl.N#N. (3) Given the product [CH2:22]([N:24]([CH2:25][CH3:26])[CH2:2][CH2:3][CH2:4][O:5][C:6]1[CH:7]=[CH:8][C:9]2[C:10](=[O:21])[C:11]3[C:16]([C:17](=[O:20])[C:18]=2[CH:19]=1)=[CH:15][CH:14]=[CH:13][CH:12]=3)[CH3:23], predict the reactants needed to synthesize it. The reactants are: Br[CH2:2][CH2:3][CH2:4][O:5][C:6]1[CH:7]=[CH:8][C:9]2[C:10](=[O:21])[C:11]3[C:16]([C:17](=[O:20])[C:18]=2[CH:19]=1)=[CH:15][CH:14]=[CH:13][CH:12]=3.[CH2:22]([NH:24][CH2:25][CH3:26])[CH3:23]. (4) Given the product [CH3:8][NH:7][C:4]1[N:5]([CH3:6])[C:16]([C:14]2[CH:15]=[N:10][CH:11]=[N:12][CH:13]=2)=[N:2][N:3]=1, predict the reactants needed to synthesize it. The reactants are: I.[NH2:2][N:3]=[C:4]([NH:7][CH3:8])[NH:5][CH3:6].Cl.[N:10]1[CH:15]=[C:14]([C:16](Cl)=O)[CH:13]=[N:12][CH:11]=1.CCO. (5) The reactants are: [CH2:1]([C:5]1([C:18](OC)=[O:19])[CH2:10][CH2:9][N:8]([C:11]([O:13][C:14]([CH3:17])([CH3:16])[CH3:15])=[O:12])[CH2:7][CH2:6]1)[CH2:2][CH:3]=[CH2:4].[H-].[H-].[H-].[H-].[Li+].[Al+3].C1COCC1.O. Given the product [CH2:1]([C:5]1([CH2:18][OH:19])[CH2:6][CH2:7][N:8]([C:11]([O:13][C:14]([CH3:16])([CH3:15])[CH3:17])=[O:12])[CH2:9][CH2:10]1)[CH2:2][CH:3]=[CH2:4], predict the reactants needed to synthesize it. (6) Given the product [CH2:16]([O:18][C:19]([N:21]1[CH2:22][CH2:23][N:24]([C:27](=[O:38])[C@@H:28]([NH:37][C:13]([C:4]2[CH:3]=[C:2]([OH:1])[C:11]3[C:6](=[CH:7][C:8]([CH3:12])=[CH:9][CH:10]=3)[N:5]=2)=[O:15])[CH2:29][C:30]([O:32][C:33]([CH3:35])([CH3:34])[CH3:36])=[O:31])[CH2:25][CH2:26]1)=[O:20])[CH3:17], predict the reactants needed to synthesize it. The reactants are: [OH:1][C:2]1[C:11]2[C:6](=[CH:7][C:8]([CH3:12])=[CH:9][CH:10]=2)[N:5]=[C:4]([C:13]([OH:15])=O)[CH:3]=1.[CH2:16]([O:18][C:19]([N:21]1[CH2:26][CH2:25][N:24]([C:27](=[O:38])[C@@H:28]([NH2:37])[CH2:29][C:30]([O:32][C:33]([CH3:36])([CH3:35])[CH3:34])=[O:31])[CH2:23][CH2:22]1)=[O:20])[CH3:17].C1C=CC2N(O)N=NC=2C=1.C(Cl)CCl. (7) The reactants are: [NH:1]1[C:9]2[C:4](=[CH:5][C:6]([C:10]([OH:12])=[O:11])=[CH:7][CH:8]=2)[CH:3]=[CH:2]1. Given the product [C:4]([O:11][C:10]([C:6]1[CH:5]=[C:4]2[C:9](=[CH:8][CH:7]=1)[NH:1][CH:2]=[CH:3]2)=[O:12])([CH3:9])([CH3:5])[CH3:3], predict the reactants needed to synthesize it.